From a dataset of P-glycoprotein inhibition data for predicting drug efflux from Broccatelli et al.. Regression/Classification. Given a drug SMILES string, predict its absorption, distribution, metabolism, or excretion properties. Task type varies by dataset: regression for continuous measurements (e.g., permeability, clearance, half-life) or binary classification for categorical outcomes (e.g., BBB penetration, CYP inhibition). Dataset: pgp_broccatelli. (1) The compound is CCN(CC)CCOCCOC(=O)C1(c2ccccc2)CCCC1. The result is 0 (non-inhibitor). (2) The molecule is COc1cccc(CNC(=O)c2c3n(c4c(N5CCN(CCc6ccc(F)c(F)c6)CC5)ncnc24)CCCC3)c1OC. The result is 1 (inhibitor). (3) The molecule is CN1CCCN([C@@H](c2ccccc2)c2ccc(Cl)cc2)CC1. The result is 1 (inhibitor).